This data is from Full USPTO retrosynthesis dataset with 1.9M reactions from patents (1976-2016). The task is: Predict the reactants needed to synthesize the given product. Given the product [F:33][C:34]1[CH:39]=[CH:38][CH:37]=[CH:36][C:35]=1[C:2]1[CH:3]=[C:4]([CH:30]=[CH:31][CH:32]=1)[CH2:5][N:6]1[C:14](=[O:15])[NH:13][C:12]2[C:7]1=[N:8][C:9]([NH:16][CH2:17][C@@H:18]1[CH2:22][CH2:21][N:20]([C:23]([O:25][C:26]([CH3:29])([CH3:28])[CH3:27])=[O:24])[CH2:19]1)=[N:10][CH:11]=2, predict the reactants needed to synthesize it. The reactants are: I[C:2]1[CH:3]=[C:4]([CH:30]=[CH:31][CH:32]=1)[CH2:5][N:6]1[C:14](=[O:15])[NH:13][C:12]2[C:7]1=[N:8][C:9]([NH:16][CH2:17][C@@H:18]1[CH2:22][CH2:21][N:20]([C:23]([O:25][C:26]([CH3:29])([CH3:28])[CH3:27])=[O:24])[CH2:19]1)=[N:10][CH:11]=2.[F:33][C:34]1[CH:39]=[CH:38][CH:37]=[CH:36][C:35]=1B(O)O.